From a dataset of Full USPTO retrosynthesis dataset with 1.9M reactions from patents (1976-2016). Predict the reactants needed to synthesize the given product. Given the product [CH3:1][N:2]([C:20]1[CH:25]=[C:24]([C:26]2[CH:38]=[CH:37][C:29]3[N:30]=[C:31]([NH:33][C:34](=[O:36])[CH3:35])[S:32][C:28]=3[CH:27]=2)[CH:23]=[CH:22][N:21]=1)[S:3]([C:6]1[CH:11]=[CH:10][C:9]([CH3:12])=[CH:8][CH:7]=1)(=[O:4])=[O:5], predict the reactants needed to synthesize it. The reactants are: [CH3:1][NH:2][S:3]([C:6]1[CH:11]=[CH:10][C:9]([CH3:12])=[CH:8][CH:7]=1)(=[O:5])=[O:4].CC(C)([O-])C.[Na+].Cl[C:20]1[CH:25]=[C:24]([C:26]2[CH:38]=[CH:37][C:29]3[N:30]=[C:31]([NH:33][C:34](=[O:36])[CH3:35])[S:32][C:28]=3[CH:27]=2)[CH:23]=[CH:22][N:21]=1.CC1(C)C2C(=C(P(C3C=CC=CC=3)C3C=CC=CC=3)C=CC=2)OC2C(P(C3C=CC=CC=3)C3C=CC=CC=3)=CC=CC1=2.